Predict the reactants needed to synthesize the given product. From a dataset of Full USPTO retrosynthesis dataset with 1.9M reactions from patents (1976-2016). (1) Given the product [CH3:1][O:2][C:3](=[O:48])[C@H:4]([CH2:44][CH2:45][S:46][CH3:47])[NH:5][C:6](=[O:43])[C:7]1[CH:12]=[CH:11][C:10]([C:13](=[O:36])[C@H:14]([CH2:30][C:31]2[N:35]=[CH:34][NH:33][CH:32]=2)[NH2:15])=[CH:9][C:8]=1[C:37]1[CH:38]=[CH:39][CH:40]=[CH:41][CH:42]=1, predict the reactants needed to synthesize it. The reactants are: [CH3:1][O:2][C:3](=[O:48])[C@H:4]([CH2:44][CH2:45][S:46][CH3:47])[NH:5][C:6](=[O:43])[C:7]1[CH:12]=[CH:11][C:10]([C:13](=[O:36])[C@H:14]([CH2:30][C:31]2[N:35]=[CH:34][NH:33][CH:32]=2)[N:15](C(OC(C)(C)C)=O)C(OC(C)(C)C)=O)=[CH:9][C:8]=1[C:37]1[CH:42]=[CH:41][CH:40]=[CH:39][CH:38]=1.C(OCC)C. (2) Given the product [CH3:3][CH:2]([N:4]1[CH2:5][CH2:6][N:7]([C:10]2[CH:15]=[CH:14][C:13]([NH:16][C:17]3[NH:22][C:21]4=[N:23][CH:24]=[CH:25][C:20]4=[C:19]([NH:36][C:37]4[CH:38]=[CH:39][CH:40]=[C:41]5[C:45]=4[C:44](=[O:46])[NH:43][CH2:42]5)[N:18]=3)=[C:12]([O:47][CH3:48])[CH:11]=2)[CH2:8][CH2:9]1)[CH3:1], predict the reactants needed to synthesize it. The reactants are: [CH3:1][CH:2]([N:4]1[CH2:9][CH2:8][N:7]([C:10]2[CH:15]=[CH:14][C:13]([NH:16][C:17]3[N:18]=[C:19]([NH:36][C:37]4[CH:38]=[CH:39][CH:40]=[C:41]5[C:45]=4[C:44](=[O:46])[NH:43][CH2:42]5)[C:20]4[CH:25]=[CH:24][N:23](S(C5C=CC(C)=CC=5)(=O)=O)[C:21]=4[N:22]=3)=[C:12]([O:47][CH3:48])[CH:11]=2)[CH2:6][CH2:5]1)[CH3:3].[OH-].[K+]. (3) Given the product [O:11]1[CH2:12][CH2:13][N:8]([CH2:2][CH2:3][O:4][CH2:5][CH2:6][OH:7])[CH2:9][CH2:10]1, predict the reactants needed to synthesize it. The reactants are: Cl[CH2:2][CH2:3][O:4][CH2:5][CH2:6][OH:7].[NH:8]1[CH2:13][CH2:12][O:11][CH2:10][CH2:9]1.C(=O)([O-])[O-].[K+].[K+].